From a dataset of Forward reaction prediction with 1.9M reactions from USPTO patents (1976-2016). Predict the product of the given reaction. (1) Given the reactants C([O:4][CH2:5][CH2:6][CH2:7][CH2:8][CH2:9][CH2:10][CH2:11][CH2:12][CH2:13][CH2:14][CH2:15][CH2:16][C:17]1[CH:22]=[CH:21][C:20]([I:23])=[CH:19][CH:18]=1)(=O)C.CO.[OH-].[Na+], predict the reaction product. The product is: [I:23][C:20]1[CH:19]=[CH:18][C:17]([CH2:16][CH2:15][CH2:14][CH2:13][CH2:12][CH2:11][CH2:10][CH2:9][CH2:8][CH2:7][CH2:6][CH2:5][OH:4])=[CH:22][CH:21]=1. (2) Given the reactants C([O:3][C:4](=O)[C@H:5]([O:7][C:8]1[C:9](Cl)=[N:10][C:11]([Cl:20])=[N:12][C:13]=1[N:14]1[CH2:19][CH2:18][O:17][CH2:16][CH2:15]1)[CH3:6])C.CC(C[AlH]CC(C)C)C.[H-].[Na+], predict the reaction product. The product is: [Cl:20][C:11]1[N:12]=[C:13]([N:14]2[CH2:19][CH2:18][O:17][CH2:16][CH2:15]2)[C:8]2[O:7][C@H:5]([CH3:6])[CH2:4][O:3][C:9]=2[N:10]=1. (3) Given the reactants [OH:1][C:2]1[CH:7]=[CH:6][C:5]([CH2:8][C:9]([O:11][CH2:12][C:13]2[CH:18]=[CH:17][CH:16]=[CH:15][CH:14]=2)=[O:10])=[CH:4][CH:3]=1.[Mg+2].[Cl-].[Cl-].C(N(CC)CC)C.[CH2:29]=[O:30].Cl, predict the reaction product. The product is: [CH:29]([C:7]1[CH:6]=[C:5]([CH2:8][C:9]([O:11][CH2:12][C:13]2[CH:14]=[CH:15][CH:16]=[CH:17][CH:18]=2)=[O:10])[CH:4]=[CH:3][C:2]=1[OH:1])=[O:30]. (4) The product is: [Si:7]([O:6][CH2:5][C:4]1[CH:14]=[CH:15][C:16]([O:17][CH3:18])=[C:2]([C:23]2([OH:30])[C:22]3[C:26](=[CH:27][CH:28]=[C:20]([Cl:19])[CH:21]=3)[NH:25][C:24]2=[O:29])[CH:3]=1)([C:10]([CH3:13])([CH3:12])[CH3:11])([CH3:9])[CH3:8]. Given the reactants Br[C:2]1[CH:3]=[C:4]([CH:14]=[CH:15][C:16]=1[O:17][CH3:18])[CH2:5][O:6][Si:7]([C:10]([CH3:13])([CH3:12])[CH3:11])([CH3:9])[CH3:8].[Cl:19][C:20]1[CH:21]=[C:22]2[C:26](=[CH:27][CH:28]=1)[NH:25][C:24](=[O:29])[C:23]2=[O:30], predict the reaction product. (5) Given the reactants C([O:4][CH2:5][C:6]1[N:10]([CH:11]2[CH2:16][CH2:15][O:14][CH2:13][CH2:12]2)[C:9]2[CH:17]=[CH:18][C:19]([C:21]3[S:22][C:23]4[CH:29]=[CH:28][CH:27]=[CH:26][C:24]=4[N:25]=3)=[CH:20][C:8]=2[N:7]=1)(=O)C.[OH-].[Li+].Cl, predict the reaction product. The product is: [S:22]1[C:23]2[CH:29]=[CH:28][CH:27]=[CH:26][C:24]=2[N:25]=[C:21]1[C:19]1[CH:18]=[CH:17][C:9]2[N:10]([CH:11]3[CH2:12][CH2:13][O:14][CH2:15][CH2:16]3)[C:6]([CH2:5][OH:4])=[N:7][C:8]=2[CH:20]=1.